Regression. Given a peptide amino acid sequence and an MHC pseudo amino acid sequence, predict their binding affinity value. This is MHC class II binding data. From a dataset of Peptide-MHC class II binding affinity with 134,281 pairs from IEDB. (1) The peptide sequence is KSLAGPISQHNHRPG. The MHC is DRB1_1302 with pseudo-sequence DRB1_1302. The binding affinity (normalized) is 0. (2) The peptide sequence is AFKVAATWANAAPAN. The MHC is DRB1_0401 with pseudo-sequence DRB1_0401. The binding affinity (normalized) is 0.168. (3) The MHC is DRB1_0301 with pseudo-sequence DRB1_0301. The peptide sequence is KRWIKMSILNTAGSG. The binding affinity (normalized) is 0.184.